This data is from Catalyst prediction with 721,799 reactions and 888 catalyst types from USPTO. The task is: Predict which catalyst facilitates the given reaction. Reactant: [CH2:1]([O:3][CH:4]([O:7][CH2:8][CH3:9])[C:5]#[CH:6])[CH3:2].C([Mg]Br)C.[CH3:14][C:15]1([CH3:37])[O:20][C:19](=[O:21])[C:18](=[CH:22][C:23]2[CH:28]=[CH:27][C:26]([O:29][CH:30]3[CH2:35][CH2:34][CH2:33][CH2:32][O:31]3)=[CH:25][CH:24]=2)[C:17](=[O:36])[O:16]1. Product: [CH2:1]([O:3][CH:4]([O:7][CH2:8][CH3:9])[C:5]#[C:6][CH:22]([CH:18]1[C:17](=[O:36])[O:16][C:15]([CH3:14])([CH3:37])[O:20][C:19]1=[O:21])[C:23]1[CH:24]=[CH:25][C:26]([O:29][CH:30]2[CH2:35][CH2:34][CH2:33][CH2:32][O:31]2)=[CH:27][CH:28]=1)[CH3:2]. The catalyst class is: 1.